Task: Predict the product of the given reaction.. Dataset: Forward reaction prediction with 1.9M reactions from USPTO patents (1976-2016) (1) Given the reactants CS(O[CH:6]1[CH2:11][CH2:10][O:9][CH:8]([C:12]2[CH:17]=[CH:16][C:15]([Br:18])=[CH:14][CH:13]=2)[CH2:7]1)(=O)=O.N#N.C([O-])([O-])=O.[K+].[K+].[F:27][C:28]([F:37])([F:36])[C:29]1[CH:30]=[C:31]([SH:35])[CH:32]=[CH:33][CH:34]=1, predict the reaction product. The product is: [Br:18][C:15]1[CH:14]=[CH:13][C:12]([CH:8]2[CH2:7][CH:6]([S:35][C:31]3[CH:32]=[CH:33][CH:34]=[C:29]([C:28]([F:27])([F:36])[F:37])[CH:30]=3)[CH2:11][CH2:10][O:9]2)=[CH:17][CH:16]=1. (2) Given the reactants [CH2:1]([Mg]Br)[CH3:2].[Br:5][C:6]1[CH:7]=[C:8]2[C:13](=[CH:14][C:15]=1[O:16][CH3:17])[O:12][C:11]([CH3:19])([CH3:18])[CH2:10][C:9]2=O.C1(C)C=CC(S(O)(=O)=O)=CC=1, predict the reaction product. The product is: [Br:5][C:6]1[CH:7]=[C:8]2[C:13](=[CH:14][C:15]=1[O:16][CH3:17])[O:12][C:11]([CH3:19])([CH3:18])[CH:10]=[C:9]2[CH2:1][CH3:2]. (3) Given the reactants [Cl:1][C:2]1[CH:3]=[CH:4][C:5]([N:45]2[CH:49]=[N:48][N:47]=[N:46]2)=[C:6](/[CH:8]=[CH:9]/[C:10]([N:12]2[CH2:21][CH2:20][C:19]3[C:14](=[CH:15][CH:16]=[CH:17][C:18]=3[C:22](=[O:28])[NH:23][CH2:24][CH2:25][O:26][CH3:27])[CH:13]2[C:29]([NH:31][C:32]2[CH:44]=[CH:43][C:35]([C:36]([O:38]C(C)(C)C)=[O:37])=[CH:34][CH:33]=2)=[O:30])=[O:11])[CH:7]=1.COCCN.F[P-](F)(F)(F)(F)F.N1(O[P+](N(C)C)(N(C)C)N(C)C)C2C=CC=CC=2N=N1.CCN(C(C)C)C(C)C, predict the reaction product. The product is: [Cl:1][C:2]1[CH:3]=[CH:4][C:5]([N:45]2[CH:49]=[N:48][N:47]=[N:46]2)=[C:6](/[CH:8]=[CH:9]/[C:10]([N:12]2[CH2:21][CH2:20][C:19]3[C:14](=[CH:15][CH:16]=[CH:17][C:18]=3[C:22](=[O:28])[NH:23][CH2:24][CH2:25][O:26][CH3:27])[CH:13]2[C:29]([NH:31][C:32]2[CH:33]=[CH:34][C:35]([C:36]([OH:38])=[O:37])=[CH:43][CH:44]=2)=[O:30])=[O:11])[CH:7]=1. (4) Given the reactants [F:1][C:2]1[CH:7]=[CH:6][C:5]([N+:8]([O-:10])=[O:9])=[CH:4][C:3]=1[C@:11]1([CH3:29])[CH2:16][S:15](=[O:18])(=[O:17])[C:14]([CH3:20])([CH3:19])[C:13]([NH:21][C:22](=[O:28])[O:23][C:24]([CH3:27])([CH3:26])[CH3:25])=[N:12]1.C[Si]([N-][Si](C)(C)C)(C)C.[K+].[CH2:40](Br)[CH:41]=[CH2:42], predict the reaction product. The product is: [CH2:42]([C@H:16]1[S:15](=[O:18])(=[O:17])[C:14]([CH3:20])([CH3:19])[C:13]([NH:21][C:22](=[O:28])[O:23][C:24]([CH3:27])([CH3:26])[CH3:25])=[N:12][C@@:11]1([C:3]1[CH:4]=[C:5]([N+:8]([O-:10])=[O:9])[CH:6]=[CH:7][C:2]=1[F:1])[CH3:29])[CH:41]=[CH2:40].[CH2:42]([C@@H:16]1[S:15](=[O:18])(=[O:17])[C:14]([CH3:20])([CH3:19])[C:13]([NH:21][C:22](=[O:28])[O:23][C:24]([CH3:27])([CH3:26])[CH3:25])=[N:12][C@@:11]1([C:3]1[CH:4]=[C:5]([N+:8]([O-:10])=[O:9])[CH:6]=[CH:7][C:2]=1[F:1])[CH3:29])[CH:41]=[CH2:40]. (5) Given the reactants [OH:1][CH2:2][C@H:3]1[CH2:8][CH2:7][C@H:6]([NH:9][C:10](=[O:16])[O:11][C:12]([CH3:15])([CH3:14])[CH3:13])[CH2:5][CH2:4]1.CC(OI1(OC(C)=O)(OC(C)=O)OC(=O)C2C=CC=CC1=2)=O.C(=O)([O-])O.[Na+], predict the reaction product. The product is: [CH:2]([C@H:3]1[CH2:4][CH2:5][C@H:6]([NH:9][C:10](=[O:16])[O:11][C:12]([CH3:14])([CH3:13])[CH3:15])[CH2:7][CH2:8]1)=[O:1]. (6) Given the reactants [CH:1](/[N:14]=[CH:15]/[C:16]1[O:20][N:19]=[C:18]([CH3:21])[C:17]=1[C:22]1[CH:27]=[CH:26][CH:25]=[CH:24][C:23]=1[C:28]([C:30]1[CH:35]=[CH:34][C:33]([Cl:36])=[CH:32][CH:31]=1)=[O:29])([C:8]1[CH:13]=[CH:12][CH:11]=[CH:10][CH:9]=1)[C:2]1[CH:7]=[CH:6][CH:5]=[CH:4][CH:3]=1.C(Cl)Cl.[Si]([C:44]#[N:45])(C)(C)C, predict the reaction product. The product is: [CH:1]([NH:14][CH:15]([C:16]1[O:20][N:19]=[C:18]([CH3:21])[C:17]=1[C:22]1[CH:27]=[CH:26][CH:25]=[CH:24][C:23]=1[C:28](=[O:29])[C:30]1[CH:31]=[CH:32][C:33]([Cl:36])=[CH:34][CH:35]=1)[C:44]#[N:45])([C:2]1[CH:7]=[CH:6][CH:5]=[CH:4][CH:3]=1)[C:8]1[CH:9]=[CH:10][CH:11]=[CH:12][CH:13]=1. (7) Given the reactants [Cl:1][CH2:2][CH2:3][NH:4][C@H:5]([C:8]([OH:10])=[O:9])[CH2:6][SH:7].S(Cl)(Cl)=O.[CH3:15]O, predict the reaction product. The product is: [ClH:1].[CH3:15][N:4]([CH2:3][CH2:2][Cl:1])[C@H:5]([C:8]([OH:10])=[O:9])[CH2:6][SH:7]. (8) Given the reactants [O:1]1[C:5]2[CH:6]=[CH:7][C:8]([C:10]3[NH:11][C:12]4[N:13]([N:17]=[CH:18][C:19]=4[C:20]#[N:21])[C:14](=[O:16])[CH:15]=3)=[CH:9][C:4]=2[O:3][CH2:2]1.[ClH:22], predict the reaction product. The product is: [ClH:22].[O:1]1[C:5]2[CH:6]=[CH:7][C:8]([C:10]3[NH:11][C:12]4[N:13]([N:17]=[CH:18][C:19]=4[C:20](=[NH:21])[O:1][CH2:5][C:4]#[CH:9])[C:14](=[O:16])[CH:15]=3)=[CH:9][C:4]=2[O:3][CH2:2]1. (9) Given the reactants CO[C:3]1[C:8]([C:9]#[N:10])=[C:7]([CH3:11])[N:6]=[CH:5][CH:4]=1.P(Cl)(Cl)(Cl)(Cl)[Cl:13], predict the reaction product. The product is: [Cl:13][C:3]1[C:8]([C:9]#[N:10])=[C:7]([CH3:11])[N:6]=[CH:5][CH:4]=1. (10) Given the reactants C([N:8]1[CH2:12][C@H:11]([C:13]2[CH:18]=[CH:17][C:16]([Cl:19])=[CH:15][CH:14]=2)[C@@H:10]([C@@H:20]([O:22][C:23]2[CH:28]=[CH:27][C:26]([F:29])=[CH:25][N:24]=2)[CH3:21])[CH2:9]1)C1C=CC=CC=1.ClC(OC(Cl)C)=O.CCN(C(C)C)C(C)C, predict the reaction product. The product is: [Cl:19][C:16]1[CH:17]=[CH:18][C:13]([C@H:11]2[CH2:12][NH:8][CH2:9][C@@H:10]2[C@@H:20]([O:22][C:23]2[CH:28]=[CH:27][C:26]([F:29])=[CH:25][N:24]=2)[CH3:21])=[CH:14][CH:15]=1.